This data is from CYP2D6 inhibition data for predicting drug metabolism from PubChem BioAssay. The task is: Regression/Classification. Given a drug SMILES string, predict its absorption, distribution, metabolism, or excretion properties. Task type varies by dataset: regression for continuous measurements (e.g., permeability, clearance, half-life) or binary classification for categorical outcomes (e.g., BBB penetration, CYP inhibition). Dataset: cyp2d6_veith. (1) The molecule is COCCn1c(=O)c(-c2ccc(F)cc2)nc2cnc(N3CCOCC3)nc21. The result is 0 (non-inhibitor). (2) The drug is Cc1ccc(C2(c3ccc(C)c(O)c3C)CCN(C)CC2)c(C)c1O. The result is 0 (non-inhibitor).